This data is from Catalyst prediction with 721,799 reactions and 888 catalyst types from USPTO. The task is: Predict which catalyst facilitates the given reaction. Reactant: [Br:1][C:2]1[CH:10]=[CH:9][CH:8]=[C:7]2[C:3]=1[CH2:4][CH2:5][CH:6]2O.S(=O)(=O)(O)O. Product: [Br:1][C:2]1[CH:10]=[CH:9][CH:8]=[C:7]2[C:3]=1[CH:4]=[CH:5][CH2:6]2. The catalyst class is: 6.